From a dataset of Catalyst prediction with 721,799 reactions and 888 catalyst types from USPTO. Predict which catalyst facilitates the given reaction. (1) The catalyst class is: 1. Product: [ClH:33].[CH3:1][C:2]1[N:6]([C:7]2[CH:27]=[CH:26][C:10]([C:11]([N:13]3[CH2:14][CH2:15][NH:16][CH2:17][CH2:18]3)=[O:12])=[CH:9][CH:8]=2)[C:5]2[CH:28]=[CH:29][CH:30]=[CH:31][C:4]=2[N:3]=1. Reactant: [CH3:1][C:2]1[N:6]([C:7]2[CH:27]=[CH:26][C:10]([C:11]([N:13]3[CH2:18][CH2:17][N:16](C(OC(C)(C)C)=O)[CH2:15][CH2:14]3)=[O:12])=[CH:9][CH:8]=2)[C:5]2[CH:28]=[CH:29][CH:30]=[CH:31][C:4]=2[N:3]=1.C(Cl)[Cl:33].Cl. (2) Reactant: Cl[C:2]1[CH:3]=[C:4]2[N:11]([CH3:12])[CH2:10][CH2:9][N:5]2[C:6](=[O:8])[N:7]=1.[H-].[Na+].[Cl:15][C:16]1[CH:21]=[C:20]([O:22][C:23]2[CH:28]=[CH:27][C:26]([CH2:29][OH:30])=[CH:25][C:24]=2[F:31])[CH:19]=[CH:18][N:17]=1. Product: [Cl:15][C:16]1[CH:21]=[C:20]([O:22][C:23]2[CH:28]=[CH:27][C:26]([CH2:29][O:30][C:2]3[CH:3]=[C:4]4[N:11]([CH3:12])[CH2:10][CH2:9][N:5]4[C:6](=[O:8])[N:7]=3)=[CH:25][C:24]=2[F:31])[CH:19]=[CH:18][N:17]=1. The catalyst class is: 3. (3) Reactant: [OH-].[K+].[CH3:3][C:4](=[CH2:28])[CH2:5][O:6][C:7]1[C:16]([C:17](=[O:19])[CH3:18])=[C:15]2[C:10]([C:11](=[O:27])[C:12]([CH3:26])=[C:13]([C:20]3[CH:25]=[CH:24][CH:23]=[CH:22][CH:21]=3)[O:14]2)=[CH:9][CH:8]=1.[CH:29](=O)[C:30]1[CH:35]=[CH:34][CH:33]=[CH:32][CH:31]=1. Product: [CH3:26][C:12]1[C:11](=[O:27])[C:10]2[C:15](=[C:16]([C:17](=[O:19])[CH:18]=[CH:29][C:30]3[CH:35]=[CH:34][CH:33]=[CH:32][CH:31]=3)[C:7]([O:6][CH2:5][C:4]([CH3:3])=[CH2:28])=[CH:8][CH:9]=2)[O:14][C:13]=1[C:20]1[CH:21]=[CH:22][CH:23]=[CH:24][CH:25]=1. The catalyst class is: 40. (4) Reactant: Br[C:2]1[CH:15]=[C:14]2[C:5]([N:6]3[C:11]([CH2:12][O:13]2)=[N:10][NH:9][C:8](=[O:16])[C@H:7]3[CH3:17])=[CH:4][CH:3]=1.[F:18][C:19]1[CH:24]=[CH:23][CH:22]=[CH:21][C:20]=1B(O)O.C([O-])([O-])=O.[K+].[K+]. Product: [F:18][C:19]1[CH:24]=[CH:23][CH:22]=[CH:21][C:20]=1[C:2]1[CH:15]=[C:14]2[C:5]([N:6]3[C:11]([CH2:12][O:13]2)=[N:10][NH:9][C:8](=[O:16])[C@H:7]3[CH3:17])=[CH:4][CH:3]=1. The catalyst class is: 38. (5) Reactant: [NH:1]1[CH:5]=[CH:4][CH:3]=[N:2]1.[CH3:6][N:7]([CH3:12])[S:8](Cl)(=[O:10])=[O:9].C(N(CC)CC)C. Product: [CH3:6][N:7]([CH3:12])[S:8]([N:1]1[CH:5]=[CH:4][CH:3]=[N:2]1)(=[O:10])=[O:9]. The catalyst class is: 11. (6) Reactant: [C:1]([O:5][C:6]([N:8]1[CH2:13][CH2:12][C:11]([C:14]2[CH:19]=[CH:18][C:17]([B:20]3[O:24][C:23]([CH3:26])([CH3:25])[C:22]([CH3:28])([CH3:27])[O:21]3)=[CH:16][C:15]=2[NH2:29])=[CH:10][CH2:9]1)=[O:7])([CH3:4])([CH3:3])[CH3:2]. Product: [C:1]([O:5][C:6]([N:8]1[CH2:9][CH2:10][CH:11]([C:14]2[CH:19]=[CH:18][C:17]([B:20]3[O:21][C:22]([CH3:28])([CH3:27])[C:23]([CH3:26])([CH3:25])[O:24]3)=[CH:16][C:15]=2[NH2:29])[CH2:12][CH2:13]1)=[O:7])([CH3:4])([CH3:2])[CH3:3]. The catalyst class is: 19.